The task is: Predict the reactants needed to synthesize the given product.. This data is from Full USPTO retrosynthesis dataset with 1.9M reactions from patents (1976-2016). (1) Given the product [Br:12][CH2:13][CH2:14][CH2:15][O:11][C:1]1[C:10]2[C:5](=[CH:6][CH:7]=[CH:8][CH:9]=2)[CH:4]=[CH:3][CH:2]=1, predict the reactants needed to synthesize it. The reactants are: [C:1]1([OH:11])[C:10]2[C:5](=[CH:6][CH:7]=[CH:8][CH:9]=2)[CH:4]=[CH:3][CH:2]=1.[Br:12][CH2:13][CH2:14][CH2:15]O.C(OC(N=NC(OC(C)(C)C)=O)=O)(C)(C)C.C1(P(C2C=CC=CC=2)C2C=CC=CC=2)C=CC=CC=1. (2) Given the product [Br:7][C:8]1[CH:13]=[CH:12][CH:11]=[CH:10][C:9]=1[O:14][C:16]1[CH:24]=[CH:23][C:22]([N+:25]([O-:27])=[O:26])=[CH:21][C:17]=1[C:18]([OH:20])=[O:19], predict the reactants needed to synthesize it. The reactants are: C(=O)([O-])[O-].[K+].[K+].[Br:7][C:8]1[CH:13]=[CH:12][CH:11]=[CH:10][C:9]=1[OH:14].F[C:16]1[CH:24]=[CH:23][C:22]([N+:25]([O-:27])=[O:26])=[CH:21][C:17]=1[C:18]([OH:20])=[O:19].C(OCC)(=O)C. (3) Given the product [CH3:1][N:2]([C:10]1[CH:15]=[CH:14][CH:13]=[CH:12][CH:11]=1)[C:3]([C:5]1[CH:9]=[CH:8][N:7]([S:26]([C:23]2[CH:24]=[CH:25][C:20]([C:16]([CH3:19])([CH3:18])[CH3:17])=[CH:21][CH:22]=2)(=[O:28])=[O:27])[N:6]=1)=[O:4], predict the reactants needed to synthesize it. The reactants are: [CH3:1][N:2]([C:10]1[CH:15]=[CH:14][CH:13]=[CH:12][CH:11]=1)[C:3]([C:5]1[CH:9]=[CH:8][NH:7][N:6]=1)=[O:4].[C:16]([C:20]1[CH:25]=[CH:24][C:23]([S:26](Cl)(=[O:28])=[O:27])=[CH:22][CH:21]=1)([CH3:19])([CH3:18])[CH3:17]. (4) Given the product [C:14]([O:13][C:11]([N:5]1[C@@H:4]([CH2:3][CH2:2][O:1][S:28]([CH3:27])(=[O:30])=[O:29])[CH2:8][O:7][C:6]1([CH3:10])[CH3:9])=[O:12])([CH3:17])([CH3:16])[CH3:15], predict the reactants needed to synthesize it. The reactants are: [OH:1][CH2:2][CH2:3][C@H:4]1[CH2:8][O:7][C:6]([CH3:10])([CH3:9])[N:5]1[C:11]([O:13][C:14]([CH3:17])([CH3:16])[CH3:15])=[O:12].C(N(C(C)C)C(C)C)C.[CH3:27][S:28](Cl)(=[O:30])=[O:29].O.